From a dataset of Full USPTO retrosynthesis dataset with 1.9M reactions from patents (1976-2016). Predict the reactants needed to synthesize the given product. Given the product [Cl:1][C:2]1[CH:7]=[CH:6][CH:5]=[CH:4][C:3]=1[O:8][C:14]1[C:15]([C:16]([O:18][CH2:19][CH3:20])=[O:17])=[CH:10][N:11]=[C:12]([C:21]2[CH:26]=[CH:25][C:24]([CH3:27])=[C:23]([CH3:28])[CH:22]=2)[N:13]=1, predict the reactants needed to synthesize it. The reactants are: [Cl:1][C:2]1[CH:7]=[CH:6][CH:5]=[CH:4][C:3]=1[OH:8].Cl[C:10]1[C:15]([C:16]([O:18][CH2:19][CH3:20])=[O:17])=[CH:14][N:13]=[C:12]([C:21]2[CH:26]=[CH:25][C:24]([CH3:27])=[C:23]([CH3:28])[CH:22]=2)[N:11]=1.C(=O)([O-])[O-].[K+].[K+].